Dataset: Forward reaction prediction with 1.9M reactions from USPTO patents (1976-2016). Task: Predict the product of the given reaction. (1) Given the reactants [Cl:1][C:2]1[CH:3]=[C:4]([CH2:9][C:10]([OH:12])=[O:11])[CH:5]=[C:6]([OH:8])[CH:7]=1.F[C:14]1[CH:19]=[CH:18][C:17]([S:20]([CH3:23])(=[O:22])=[O:21])=[CH:16][C:15]=1[C:24]([F:27])([F:26])[F:25], predict the reaction product. The product is: [Cl:1][C:2]1[CH:3]=[C:4]([CH2:9][C:10]([OH:12])=[O:11])[CH:5]=[C:6]([O:8][C:14]2[CH:19]=[CH:18][C:17]([S:20]([CH3:23])(=[O:21])=[O:22])=[CH:16][C:15]=2[C:24]([F:25])([F:27])[F:26])[CH:7]=1. (2) Given the reactants Cl[CH2:2][C:3]1[N:7]([C:8]2[CH:13]=[CH:12][CH:11]=[C:10]([C:14]([F:17])([F:16])[F:15])[CH:9]=2)[N:6]=[N:5][N:4]=1.[CH3:18][C:19]1([CH3:25])[CH2:24][O:23][CH2:22][CH2:21][NH:20]1.C(N(CC)CC)C, predict the reaction product. The product is: [CH3:18][C:19]1([CH3:25])[CH2:24][O:23][CH2:22][CH2:21][N:20]1[CH2:2][C:3]1[N:7]([C:8]2[CH:13]=[CH:12][CH:11]=[C:10]([C:14]([F:17])([F:16])[F:15])[CH:9]=2)[N:6]=[N:5][N:4]=1. (3) Given the reactants [O:1]1[CH2:6][CH2:5][N:4]([C:7]2[C:8]3[S:22][CH:21]=[N:20][C:9]=3[N:10]=[C:11]([C:13]3[CH:14]=[C:15]([OH:19])[CH:16]=[CH:17][CH:18]=3)[N:12]=2)[CH2:3][CH2:2]1.N1C=CN=C1.[CH3:28][C:29]([Si:32](Cl)([CH3:34])[CH3:33])([CH3:31])[CH3:30], predict the reaction product. The product is: [Si:32]([O:19][C:15]1[CH:14]=[C:13]([C:11]2[N:12]=[C:7]([N:4]3[CH2:5][CH2:6][O:1][CH2:2][CH2:3]3)[C:8]3[S:22][CH:21]=[N:20][C:9]=3[N:10]=2)[CH:18]=[CH:17][CH:16]=1)([C:29]([CH3:31])([CH3:30])[CH3:28])([CH3:34])[CH3:33]. (4) Given the reactants [NH:1]([C:5]1[CH:6]=[C:7]([NH:12][C:13](=[O:28])[C:14]2[CH:19]=[CH:18][C:17]([CH2:20][N:21]3[CH2:26][CH2:25][N:24]([CH3:27])[CH2:23][CH2:22]3)=[CH:16][CH:15]=2)[CH:8]=[CH:9][C:10]=1[CH3:11])[C:2]([NH2:4])=[NH:3].[CH3:29][NH:30][CH3:31], predict the reaction product. The product is: [CH3:27][N:24]1[CH2:25][CH2:26][N:21]([CH2:20][C:17]2[CH:16]=[CH:15][C:14]([C:13]([NH:12][C:7]3[CH:8]=[CH:9][C:10]([CH3:11])=[C:5]([NH:1][C:2]4[N:4]=[C:5]([C:10]5[CH:29]=[N:30][CH:31]=[CH:8][CH:9]=5)[CH:6]=[CH:7][N:3]=4)[CH:6]=3)=[O:28])=[CH:19][CH:18]=2)[CH2:22][CH2:23]1. (5) Given the reactants [CH2:1]([O:8][C:9](=[O:51])[NH:10][C@H:11]([C:13](=[O:50])[NH:14][C@H:15]([C:26](=[O:49])[NH:27][C@@H:28]([CH2:42][C:43]1[CH:48]=[CH:47][CH:46]=[CH:45][CH:44]=1)[CH:29]([C:31](=[O:41])[N:32]([CH2:34][C:35]1[CH:40]=[CH:39][CH:38]=[CH:37][CH:36]=1)[CH3:33])[OH:30])[CH2:16][C:17]1[C:25]2[C:20](=[CH:21][CH:22]=[CH:23][CH:24]=2)[NH:19][CH:18]=1)[CH3:12])[C:2]1[CH:7]=[CH:6][CH:5]=[CH:4][CH:3]=1.CC(OI1(OC(C)=O)(OC(C)=O)OC(=O)C2C=CC=CC1=2)=O, predict the reaction product. The product is: [CH2:1]([O:8][C:9](=[O:51])[NH:10][C@H:11]([C:13](=[O:50])[NH:14][C@H:15]([C:26](=[O:49])[NH:27][C@@H:28]([CH2:42][C:43]1[CH:48]=[CH:47][CH:46]=[CH:45][CH:44]=1)[C:29]([C:31](=[O:41])[N:32]([CH2:34][C:35]1[CH:36]=[CH:37][CH:38]=[CH:39][CH:40]=1)[CH3:33])=[O:30])[CH2:16][C:17]1[C:25]2[C:20](=[CH:21][CH:22]=[CH:23][CH:24]=2)[NH:19][CH:18]=1)[CH3:12])[C:2]1[CH:7]=[CH:6][CH:5]=[CH:4][CH:3]=1. (6) Given the reactants [CH2:1]([N:8]1[CH2:13][CH2:12][CH:11]([C:14]([NH2:16])=[O:15])[CH2:10][CH2:9]1)[C:2]1[CH:7]=[CH:6][CH:5]=[CH:4][CH:3]=1.Cl[CH:18]([CH3:22])[C:19](=O)[CH3:20], predict the reaction product. The product is: [CH2:1]([N:8]1[CH2:9][CH2:10][CH:11]([C:14]2[O:15][C:18]([CH3:22])=[C:19]([CH3:20])[N:16]=2)[CH2:12][CH2:13]1)[C:2]1[CH:3]=[CH:4][CH:5]=[CH:6][CH:7]=1. (7) Given the reactants Br[C:2]1[CH:7]=[CH:6][C:5]([CH2:8][N:9]2[C:14](=[O:15])[C:13]([C:16]([NH:18][CH2:19][C:20]([OH:22])=[O:21])=[O:17])=[C:12]([OH:23])[C:11]([CH:24]([CH3:26])[CH3:25])=[N:10]2)=[CH:4][CH:3]=1.[CH3:27][O:28][C:29]1[CH:34]=[CH:33][CH:32]=[CH:31][C:30]=1B(O)O.C(=O)([O-])[O-].[K+].[K+].Cl, predict the reaction product. The product is: [OH:23][C:12]1[C:11]([CH:24]([CH3:26])[CH3:25])=[N:10][N:9]([CH2:8][C:5]2[CH:6]=[CH:7][C:2]([C:30]3[CH:31]=[CH:32][CH:33]=[CH:34][C:29]=3[O:28][CH3:27])=[CH:3][CH:4]=2)[C:14](=[O:15])[C:13]=1[C:16]([NH:18][CH2:19][C:20]([OH:22])=[O:21])=[O:17]. (8) The product is: [F:28][C:26]1[CH:25]=[C:24]([F:29])[CH:23]=[C:22]2[C:27]=1[CH:18]([O:1][C:2]1[C:10]3[N:9]=[C:8]([CH3:11])[N:7]([CH3:12])[C:6]=3[CH:5]=[C:4]([C:13]([O:15][CH3:16])=[O:14])[CH:3]=1)[CH2:19][CH2:20][O:21]2. Given the reactants [OH:1][C:2]1[C:10]2[N:9]=[C:8]([CH3:11])[N:7]([CH3:12])[C:6]=2[CH:5]=[C:4]([C:13]([O:15][CH3:16])=[O:14])[CH:3]=1.Cl[CH:18]1[C:27]2[C:22](=[CH:23][C:24]([F:29])=[CH:25][C:26]=2[F:28])[O:21][CH2:20][CH2:19]1, predict the reaction product. (9) Given the reactants [CH3:1][C:2]1[C:6]([CH3:7])=[C:5]([NH:8][C:9](=[O:16])OCC(Cl)(Cl)Cl)[O:4][N:3]=1.[C:17]1([C:23]2[O:27][C:26]([CH:28]3[CH2:33][CH2:32][NH:31][CH2:30][CH2:29]3)=[N:25][N:24]=2)[CH:22]=[CH:21][CH:20]=[CH:19][CH:18]=1.C(N(C(C)C)CC)(C)C.CS(C)=O, predict the reaction product. The product is: [CH3:1][C:2]1[C:6]([CH3:7])=[C:5]([NH:8][C:9]([N:31]2[CH2:30][CH2:29][CH:28]([C:26]3[O:27][C:23]([C:17]4[CH:22]=[CH:21][CH:20]=[CH:19][CH:18]=4)=[N:24][N:25]=3)[CH2:33][CH2:32]2)=[O:16])[O:4][N:3]=1. (10) Given the reactants C[O:2][C:3](=[O:35])[C@@H:4]([OH:34])[CH2:5][C:6](=[O:33])[N:7]1[C:15]2[C:10](=[CH:11][C:12]([O:16][CH2:17][C:18]3[S:19][C:20]([C:29]([F:32])([F:31])[F:30])=[C:21]([C:23]4[CH:28]=[CH:27][CH:26]=[CH:25][CH:24]=4)[CH:22]=3)=[CH:13][CH:14]=2)[CH2:9][CH2:8]1.CO.C1COCC1.[OH-].[Na+].Cl, predict the reaction product. The product is: [OH:34][C@@H:4]([CH2:5][C:6](=[O:33])[N:7]1[C:15]2[C:10](=[CH:11][C:12]([O:16][CH2:17][C:18]3[S:19][C:20]([C:29]([F:31])([F:30])[F:32])=[C:21]([C:23]4[CH:28]=[CH:27][CH:26]=[CH:25][CH:24]=4)[CH:22]=3)=[CH:13][CH:14]=2)[CH2:9][CH2:8]1)[C:3]([OH:35])=[O:2].